Regression. Given a peptide amino acid sequence and an MHC pseudo amino acid sequence, predict their binding affinity value. This is MHC class II binding data. From a dataset of Peptide-MHC class II binding affinity with 134,281 pairs from IEDB. The peptide sequence is LRLSALRGLFSAVIE. The MHC is HLA-DPA10103-DPB10401 with pseudo-sequence HLA-DPA10103-DPB10401. The binding affinity (normalized) is 0.630.